Dataset: Peptide-MHC class II binding affinity with 134,281 pairs from IEDB. Task: Regression. Given a peptide amino acid sequence and an MHC pseudo amino acid sequence, predict their binding affinity value. This is MHC class II binding data. The peptide sequence is YDKFLANVSTVLTKK. The MHC is DRB1_1602 with pseudo-sequence DRB1_1602. The binding affinity (normalized) is 0.778.